From a dataset of Peptide-MHC class I binding affinity with 185,985 pairs from IEDB/IMGT. Regression. Given a peptide amino acid sequence and an MHC pseudo amino acid sequence, predict their binding affinity value. This is MHC class I binding data. (1) The peptide sequence is TIQRFSSLRR. The MHC is HLA-A03:01 with pseudo-sequence HLA-A03:01. The binding affinity (normalized) is 0.597. (2) The peptide sequence is ALNDTWKMEK. The MHC is HLA-A03:01 with pseudo-sequence HLA-A03:01. The binding affinity (normalized) is 0.592. (3) The peptide sequence is KLKIISNDYK. The MHC is HLA-A11:01 with pseudo-sequence HLA-A11:01. The binding affinity (normalized) is 0.433. (4) The peptide sequence is GLSPTVWLSV. The MHC is HLA-A02:03 with pseudo-sequence HLA-A02:03. The binding affinity (normalized) is 0.795.